This data is from Full USPTO retrosynthesis dataset with 1.9M reactions from patents (1976-2016). The task is: Predict the reactants needed to synthesize the given product. (1) Given the product [O:20]=[C:18]1[O:17][N:16]=[C:2]([C@@H:3]2[CH2:7][CH2:6][CH2:5][C@@H:4]2[NH:8][C:9](=[O:15])[O:10][C:11]([CH3:14])([CH3:13])[CH3:12])[NH:1]1, predict the reactants needed to synthesize it. The reactants are: [NH2:1][C:2](=[N:16][O:17][C:18]([O:20]CC(CC)CCCC)=O)[C@@H:3]1[CH2:7][CH2:6][CH2:5][C@@H:4]1[NH:8][C:9](=[O:15])[O:10][C:11]([CH3:14])([CH3:13])[CH3:12].C1(C)C(C)=CC=CC=1. (2) Given the product [C:1]([C:3]1[C:8]([O:9][C:10]2[C:24]([O:25][C:26]3[CH:27]=[N:28][C:29]([S:32]([CH2:35][CH3:36])(=[O:34])=[O:33])=[CH:30][CH:31]=3)=[CH:23][C:13]3[NH:14][C:15]([C:17]4[CH:22]=[N:37][CH:20]=[CH:19][N:18]=4)=[N:16][C:12]=3[CH:11]=2)=[CH:7][CH:6]=[CH:5][N:4]=1)#[N:2], predict the reactants needed to synthesize it. The reactants are: [C:1]([C:3]1[C:8]([O:9][C:10]2[C:24]([O:25][C:26]3[CH:27]=[N:28][C:29]([S:32]([CH2:35][CH3:36])(=[O:34])=[O:33])=[CH:30][CH:31]=3)=[CH:23][C:13]3[NH:14][C:15]([C:17]4[CH:22]=C[CH:20]=[CH:19][N:18]=4)=[N:16][C:12]=3[CH:11]=2)=[CH:7][CH:6]=[CH:5][N:4]=1)#[N:2].[N:37]1C=CN=CC=1C(O)=O. (3) Given the product [CH3:22][O:1][C:2]1[CH:3]=[C:4]([C:17]([O:19][CH2:20][CH3:21])=[O:18])[CH:5]=[C:6]2[C:10]=1[N:9]([CH:11]1[CH2:16][CH2:15][CH2:14][CH2:13][O:12]1)[N:8]=[CH:7]2, predict the reactants needed to synthesize it. The reactants are: [OH:1][C:2]1[CH:3]=[C:4]([C:17]([O:19][CH2:20][CH3:21])=[O:18])[CH:5]=[C:6]2[C:10]=1[N:9]([CH:11]1[CH2:16][CH2:15][CH2:14][CH2:13][O:12]1)[N:8]=[CH:7]2.[C:22](=O)([O-])[O-].[K+].[K+].CI.